Dataset: Forward reaction prediction with 1.9M reactions from USPTO patents (1976-2016). Task: Predict the product of the given reaction. (1) Given the reactants [N:1]1[CH:6]=[CH:5][CH:4]=[C:3]([CH:7]=[O:8])[CH:2]=1.C(=O)([O-])[O-].[K+].[K+].[F:15][C:16]([Si](C)(C)C)([F:18])[F:17].O, predict the reaction product. The product is: [F:15][C:16]([F:18])([F:17])[CH:7]([C:3]1[CH:2]=[N:1][CH:6]=[CH:5][CH:4]=1)[OH:8]. (2) Given the reactants Cl.Cl.[NH2:3][CH2:4][CH2:5][N:6]1[C:14]2[C:13]([NH:15][C:16]3[CH:21]=[CH:20][C:19]([O:22][C:23]4[C:28]5[CH:29]=[N:30][S:31][C:27]=5[CH:26]=[CH:25][CH:24]=4)=[C:18]([Cl:32])[CH:17]=3)=[N:12][CH:11]=[N:10][C:9]=2[CH:8]=[CH:7]1.[F:33][CH:34]([F:38])[C:35](O)=[O:36].ON1C2C=CC=CC=2N=N1.Cl.C(N=C=NCCCN(C)C)C, predict the reaction product. The product is: [S:31]1[C:27]2[CH:26]=[CH:25][CH:24]=[C:23]([O:22][C:19]3[CH:20]=[CH:21][C:16]([NH:15][C:13]4[C:14]5[N:6]([CH2:5][CH2:4][NH:3][C:35](=[O:36])[CH:34]([F:38])[F:33])[CH:7]=[CH:8][C:9]=5[N:10]=[CH:11][N:12]=4)=[CH:17][C:18]=3[Cl:32])[C:28]=2[CH:29]=[N:30]1.